From a dataset of Full USPTO retrosynthesis dataset with 1.9M reactions from patents (1976-2016). Predict the reactants needed to synthesize the given product. (1) Given the product [CH3:19][C:18]1[C:1]([N:8]2[CH2:9][CH2:10][NH:11][CH2:12][CH2:13]2)=[CH:20][CH:15]=[C:16]([CH3:22])[N:17]=1, predict the reactants needed to synthesize it. The reactants are: [C:1]([N:8]1[CH2:13][CH2:12][NH:11][CH2:10][CH2:9]1)(OC(C)(C)C)=O.Br[C:15]1[C:16]([CH3:22])=[N:17][C:18](C)=[CH:19][CH:20]=1.C(=O)([O-])[O-].[K+].[K+]. (2) Given the product [C:1]([O:5][C:6]([N:8]1[CH2:13][CH2:12][CH:11]([O:14][CH3:15])[CH:10]([CH2:16][NH2:17])[CH2:9]1)=[O:7])([CH3:4])([CH3:3])[CH3:2], predict the reactants needed to synthesize it. The reactants are: [C:1]([O:5][C:6]([N:8]1[CH2:13][CH2:12][CH:11]([O:14][CH3:15])[CH:10]([CH2:16][N:17]=[N+]=[N-])[CH2:9]1)=[O:7])([CH3:4])([CH3:3])[CH3:2].[H][H]. (3) Given the product [CH3:1][S:2]([C:5]1[CH:10]=[CH:9][C:8]([C:15]2[N:20]=[CH:19][C:18]([OH:21])=[CH:17][CH:16]=2)=[CH:7][CH:6]=1)(=[O:4])=[O:3], predict the reactants needed to synthesize it. The reactants are: [CH3:1][S:2]([C:5]1[CH:10]=[CH:9][C:8](B(O)O)=[CH:7][CH:6]=1)(=[O:4])=[O:3].Br[C:15]1[N:20]=[CH:19][C:18]([OH:21])=[CH:17][CH:16]=1.C([O-])([O-])=O.[Na+].[Na+]. (4) Given the product [NH2:15][C:11]1[CH:10]=[C:9]([C:7]([N:4]2[CH2:5][CH2:6][S:2](=[O:18])(=[O:1])[CH2:3]2)=[O:8])[CH:14]=[CH:13][CH:12]=1, predict the reactants needed to synthesize it. The reactants are: [O:1]=[S:2]1(=[O:18])[CH2:6][CH2:5][N:4]([C:7]([C:9]2[CH:14]=[CH:13][CH:12]=[C:11]([N+:15]([O-])=O)[CH:10]=2)=[O:8])[CH2:3]1.